This data is from Peptide-MHC class II binding affinity with 134,281 pairs from IEDB. The task is: Regression. Given a peptide amino acid sequence and an MHC pseudo amino acid sequence, predict their binding affinity value. This is MHC class II binding data. (1) The peptide sequence is LLEFAVVLELAILSI. The MHC is HLA-DPA10201-DPB10101 with pseudo-sequence HLA-DPA10201-DPB10101. The binding affinity (normalized) is 0.203. (2) The peptide sequence is PPAYEKLSAEQS. The MHC is DRB1_0101 with pseudo-sequence DRB1_0101. The binding affinity (normalized) is 0.313. (3) The MHC is DRB4_0103 with pseudo-sequence DRB4_0103. The binding affinity (normalized) is 0.936. The peptide sequence is QTSRLLMRRMRRPTG. (4) The peptide sequence is ETAYFILKLAGRWPVKVI. The MHC is HLA-DQA10103-DQB10603 with pseudo-sequence HLA-DQA10103-DQB10603. The binding affinity (normalized) is 0.342. (5) The peptide sequence is KLVLNIKYTRPGDSL. The MHC is HLA-DPA10201-DPB10501 with pseudo-sequence HLA-DPA10201-DPB10501. The binding affinity (normalized) is 0.237. (6) The peptide sequence is SAVIGTLAAAMFGAV. The MHC is HLA-DPA10103-DPB10301 with pseudo-sequence HLA-DPA10103-DPB10301. The binding affinity (normalized) is 0.851. (7) The peptide sequence is ERIFKRFDTNGDGKI. The MHC is HLA-DPA10103-DPB10401 with pseudo-sequence HLA-DPA10103-DPB10401. The binding affinity (normalized) is 0. (8) The peptide sequence is LTLPWQSGSGGVWRE. The MHC is DRB1_1101 with pseudo-sequence DRB1_1101. The binding affinity (normalized) is 0.101. (9) The peptide sequence is PAVKYIEPDMIVNAT. The MHC is DRB1_1602 with pseudo-sequence DRB1_1602. The binding affinity (normalized) is 0.423. (10) The peptide sequence is QFKPEEITGIMKDLD. The MHC is DRB1_0401 with pseudo-sequence DRB1_0401. The binding affinity (normalized) is 0.488.